This data is from Full USPTO retrosynthesis dataset with 1.9M reactions from patents (1976-2016). The task is: Predict the reactants needed to synthesize the given product. Given the product [NH2:10][C:11]1[C:12]([C:28]([NH:30][C:31]2[CH:32]=[N:33][CH:34]=[CH:35][C:36]=2[N:37]2[CH2:42][C@H:41]([CH3:43])[CH2:40][C@H:39]([NH2:44])[CH2:38]2)=[O:29])=[N:13][C:14]2[C:19]([CH:20]=1)=[CH:18][CH:17]=[C:16]([N:21]1[CH2:26][CH2:25][N:24]([CH3:27])[CH2:23][CH2:22]1)[CH:15]=2, predict the reactants needed to synthesize it. The reactants are: C(OC(=O)[NH:10][C:11]1[C:12]([C:28]([NH:30][C:31]2[CH:32]=[N:33][CH:34]=[CH:35][C:36]=2[N:37]2[CH2:42][C@H:41]([CH3:43])[CH2:40][C@H:39]([NH:44]C(OC(C)(C)C)=O)[CH2:38]2)=[O:29])=[N:13][C:14]2[C:19]([CH:20]=1)=[CH:18][CH:17]=[C:16]([N:21]1[CH2:26][CH2:25][N:24]([CH3:27])[CH2:23][CH2:22]1)[CH:15]=2)C1C=CC=CC=1.Br.